From a dataset of Reaction yield outcomes from USPTO patents with 853,638 reactions. Predict the reaction yield, written as a fraction of the theoretical maximum amount of product (1.0 means a 100% yield; for example, 0.34 means a 34% yield). (1) The reactants are Br[C:2]1[CH:3]=[C:4]([C:14]([NH:16][CH2:17][C:18]2[C:19](=[O:26])[NH:20][C:21]([CH3:25])=[CH:22][C:23]=2[CH3:24])=[O:15])[C:5]2[CH:10]=[N:9][N:8]([CH:11]([CH3:13])[CH3:12])[C:6]=2[N:7]=1.[CH3:27][C:28]1(C)C(C)(C)OB(C=C)O1.C([O-])([O-])=O.[Na+].[Na+].CO.C(Cl)Cl. The catalyst is O1CCOCC1.O.C1C=CC([P]([Pd]([P](C2C=CC=CC=2)(C2C=CC=CC=2)C2C=CC=CC=2)([P](C2C=CC=CC=2)(C2C=CC=CC=2)C2C=CC=CC=2)[P](C2C=CC=CC=2)(C2C=CC=CC=2)C2C=CC=CC=2)(C2C=CC=CC=2)C2C=CC=CC=2)=CC=1. The product is [CH3:24][C:23]1[CH:22]=[C:21]([CH3:25])[NH:20][C:19](=[O:26])[C:18]=1[CH2:17][NH:16][C:14]([C:4]1[C:5]2[CH:10]=[N:9][N:8]([CH:11]([CH3:13])[CH3:12])[C:6]=2[N:7]=[C:2]([CH:27]=[CH2:28])[CH:3]=1)=[O:15]. The yield is 0.916. (2) The product is [Cl:1][C:2]1[S:3][C:4]([S:7]([NH2:13])(=[O:9])=[O:8])=[CH:5][N:6]=1. The yield is 0.610. No catalyst specified. The reactants are [Cl:1][C:2]1[S:3][C:4]([S:7](Cl)(=[O:9])=[O:8])=[CH:5][N:6]=1.CC[N:13](CC)CC. (3) The reactants are [Br:1][C:2]1[CH:3]=[N:4][N:5]([CH3:18])[C:6]=1[C:7]1[CH:12]=[C:11]([N+:13]([O-])=O)[CH:10]=[CH:9][C:8]=1[O:16][CH3:17].O.O.Cl[Sn]Cl.CCOC(C)=O.CCCCCC. The catalyst is CCO. The product is [Br:1][C:2]1[CH:3]=[N:4][N:5]([CH3:18])[C:6]=1[C:7]1[CH:12]=[C:11]([NH2:13])[CH:10]=[CH:9][C:8]=1[O:16][CH3:17]. The yield is 0.880. (4) The reactants are [C:1]1([CH3:35])[C:2]([NH:7][C:8]2[O:9][C:10]([C:16]3[CH:21]=[CH:20][C:19]([N:22]4[CH2:27][CH2:26][N:25]([C:28]([O:30][C:31]([CH3:34])([CH3:33])[CH3:32])=[O:29])[CH2:24][CH2:23]4)=[CH:18][CH:17]=3)=[C:11]([C:13](O)=[O:14])[N:12]=2)=[CH:3][CH:4]=[CH:5][CH:6]=1.O.OC1C2N=N[NH:43]C=2C=CC=1.Cl.CN(C)CCCN=C=NCC.N.O1CCOCC1. The catalyst is C(Cl)Cl.CN(C=O)C. The product is [C:1]1([CH3:35])[C:2]([NH:7][C:8]2[O:9][C:10]([C:16]3[CH:17]=[CH:18][C:19]([N:22]4[CH2:23][CH2:24][N:25]([C:28]([O:30][C:31]([CH3:32])([CH3:33])[CH3:34])=[O:29])[CH2:26][CH2:27]4)=[CH:20][CH:21]=3)=[C:11]([C:13](=[O:14])[NH2:43])[N:12]=2)=[CH:3][CH:4]=[CH:5][CH:6]=1. The yield is 0.320. (5) The reactants are [O-]S([O-])=O.[Na+].[Na+].C([O-])([O-])=O.[Na+].[Na+].[C:13]([C:17]1[CH:22]=[CH:21][C:20]([S:23](Cl)(=[O:25])=[O:24])=[CH:19][CH:18]=1)([CH3:16])([CH3:15])[CH3:14].Cl[CH2:28][C:29]1[N:30]=[C:31]([C:35]2[CH:44]=[CH:43][C:38]([C:39]([O:41][CH3:42])=[O:40])=[CH:37][CH:36]=2)[O:32][C:33]=1[CH3:34]. The catalyst is O.CCO. The product is [C:13]([C:17]1[CH:22]=[CH:21][C:20]([S:23]([CH2:28][C:29]2[N:30]=[C:31]([C:35]3[CH:44]=[CH:43][C:38]([C:39]([O:41][CH3:42])=[O:40])=[CH:37][CH:36]=3)[O:32][C:33]=2[CH3:34])(=[O:25])=[O:24])=[CH:19][CH:18]=1)([CH3:16])([CH3:15])[CH3:14]. The yield is 0.260. (6) The reactants are [Cl:1][C:2]1[CH:8]=[CH:7][C:6]([Cl:9])=[CH:5][C:3]=1[NH2:4].[C:10]([OH:14])(=[O:13])[CH:11]=O.C([BH3-])#N.[Na+]. The yield is 0.600. The catalyst is CO. The product is [Cl:1][C:2]1[CH:8]=[CH:7][C:6]([Cl:9])=[CH:5][C:3]=1[NH:4][CH2:11][C:10]([OH:14])=[O:13]. (7) The reactants are [C:1]([O:5][C:6](=[O:35])[N:7]([C:17]1[CH:22]=[CH:21][C:20]([CH:23]([C:25]2[C:33]3[C:28](=[N:29][CH:30]=[C:31]([Cl:34])[CH:32]=3)[NH:27][CH:26]=2)[OH:24])=[CH:19][N:18]=1)[CH2:8][C:9]1[CH:10]=[N:11][C:12]([O:15][CH3:16])=[CH:13][CH:14]=1)([CH3:4])([CH3:3])[CH3:2].CC(OI1(OC(C)=O)(OC(C)=O)OC(=O)C2C=CC=CC1=2)=O. The catalyst is ClCCl. The product is [C:1]([O:5][C:6](=[O:35])[N:7]([C:17]1[CH:22]=[CH:21][C:20]([C:23]([C:25]2[C:33]3[C:28](=[N:29][CH:30]=[C:31]([Cl:34])[CH:32]=3)[NH:27][CH:26]=2)=[O:24])=[CH:19][N:18]=1)[CH2:8][C:9]1[CH:10]=[N:11][C:12]([O:15][CH3:16])=[CH:13][CH:14]=1)([CH3:4])([CH3:2])[CH3:3]. The yield is 0.330. (8) The reactants are Cl[Si](C)(C)C.[I-].[Na+].C[O:9][C:10]1[C:15]([C:16]2[N:20]([C:21]3[CH:26]=[CH:25][CH:24]=[CH:23][CH:22]=3)[N:19]=[CH:18][CH:17]=2)=[N:14][N:13]([C:27]2[CH:32]=[CH:31][CH:30]=[C:29]([C:33]([F:36])([F:35])[F:34])[CH:28]=2)[C:12](=[O:37])[CH:11]=1.O. The catalyst is CC#N. The product is [OH:37][C:12]1[N:13]([C:27]2[CH:32]=[CH:31][CH:30]=[C:29]([C:33]([F:35])([F:34])[F:36])[CH:28]=2)[N:14]=[C:15]([C:16]2[N:20]([C:21]3[CH:22]=[CH:23][CH:24]=[CH:25][CH:26]=3)[N:19]=[CH:18][CH:17]=2)[C:10](=[O:9])[CH:11]=1. The yield is 0.730.